This data is from Forward reaction prediction with 1.9M reactions from USPTO patents (1976-2016). The task is: Predict the product of the given reaction. (1) Given the reactants [CH3:1][O:2][C:3]1[CH:20]=[CH:19][C:6]([C:7]([CH:9]2[CH2:14][CH2:13][N:12]([CH2:15][C:16]([OH:18])=O)[CH2:11][CH2:10]2)=[O:8])=[CH:5][CH:4]=1.[CH:21]1([CH2:24][NH:25][CH2:26][C:27]2[NH:36][C:35](=[O:37])[C:34]3[CH2:33][CH2:32][CH2:31][CH2:30][C:29]=3[N:28]=2)[CH2:23][CH2:22]1, predict the reaction product. The product is: [CH:21]1([CH2:24][N:25]([CH2:26][C:27]2[NH:36][C:35](=[O:37])[C:34]3[CH2:33][CH2:32][CH2:31][CH2:30][C:29]=3[N:28]=2)[C:16](=[O:18])[CH2:15][N:12]2[CH2:11][CH2:10][CH:9]([C:7](=[O:8])[C:6]3[CH:5]=[CH:4][C:3]([O:2][CH3:1])=[CH:20][CH:19]=3)[CH2:14][CH2:13]2)[CH2:23][CH2:22]1. (2) Given the reactants [F:1][C:2]1[CH:3]=[C:4]([N:9]2[C:13]([CH3:15])([CH3:14])[C:12](=[O:16])[N:11]([C:17]3[CH:24]=[CH:23][C:20]([C:21]#[N:22])=[C:19]([C:25]([F:28])([F:27])[F:26])[CH:18]=3)[C:10]2=[S:29])[CH:5]=[CH:6][C:7]=1[OH:8].[O:30]1[CH2:34][CH2:33][C@H:32](OS(C2C=CC(C)=CC=2)(=O)=O)[CH2:31]1.C(=O)([O-])[O-].[Cs+].[Cs+].CN(C)C(=O)C, predict the reaction product. The product is: [F:1][C:2]1[CH:3]=[C:4]([N:9]2[C:13]([CH3:14])([CH3:15])[C:12](=[O:16])[N:11]([C:17]3[CH:24]=[CH:23][C:20]([C:21]#[N:22])=[C:19]([C:25]([F:26])([F:27])[F:28])[CH:18]=3)[C:10]2=[S:29])[CH:5]=[CH:6][C:7]=1[O:8][C@@H:32]1[CH2:33][CH2:34][O:30][CH2:31]1. (3) Given the reactants [F:1][C:2]1[CH:7]=[CH:6][CH:5]=[C:4]([F:8])[C:3]=1[C:9]1[CH:10]=[C:11]2[C:15](=[CH:16][CH:17]=1)[NH:14][CH:13]=[C:12]2[C:18]1[CH:23]=[C:22]([O:24][CH3:25])[N:21]=[C:20]([NH:26][C@@H:27]2[CH2:32][CH2:31][CH2:30][N:29](C(OC(C)(C)C)=O)[CH2:28]2)[N:19]=1.Cl, predict the reaction product. The product is: [F:8][C:4]1[CH:5]=[CH:6][CH:7]=[C:2]([F:1])[C:3]=1[C:9]1[CH:10]=[C:11]2[C:15](=[CH:16][CH:17]=1)[NH:14][CH:13]=[C:12]2[C:18]1[CH:23]=[C:22]([O:24][CH3:25])[N:21]=[C:20]([NH:26][C@@H:27]2[CH2:32][CH2:31][CH2:30][NH:29][CH2:28]2)[N:19]=1. (4) Given the reactants [CH:1]1([N:7]([CH:18]2[CH2:23][CH2:22][CH2:21][CH2:20][CH2:19]2)[C:8]([NH:10][C:11]2[S:12][C:13]([CH:16]=O)=[CH:14][N:15]=2)=[O:9])[CH2:6][CH2:5][CH2:4][CH2:3][CH2:2]1.C(O)(=O)C.[CH2:28]([O:30][C:31](=[O:40])[CH2:32][C:33]1[CH:38]=[CH:37][C:36]([NH2:39])=[CH:35][CH:34]=1)[CH3:29].C(O[BH-](OC(=O)C)OC(=O)C)(=O)C.[Na+], predict the reaction product. The product is: [CH2:28]([O:30][C:31](=[O:40])[CH2:32][C:33]1[CH:34]=[CH:35][C:36]([NH:39][CH2:16][C:13]2[S:12][C:11]([NH:10][C:8]([N:7]([CH:1]3[CH2:6][CH2:5][CH2:4][CH2:3][CH2:2]3)[CH:18]3[CH2:19][CH2:20][CH2:21][CH2:22][CH2:23]3)=[O:9])=[N:15][CH:14]=2)=[CH:37][CH:38]=1)[CH3:29]. (5) Given the reactants [Cl:1][C:2]1[CH:3]=[CH:4][C:5]2[O:9][C:8]([C:10]([OH:12])=O)=[CH:7][C:6]=2[CH:13]=1.CN(C(ON1N=[N:29][C:24]2[CH:25]=[CH:26][CH:27]=[N:28][C:23]1=2)=[N+](C)C)C.F[P-](F)(F)(F)(F)F.[CH:38](N(CC)C(C)C)(C)[CH3:39], predict the reaction product. The product is: [ClH:1].[N:28]12[CH2:27][CH2:26][CH:25]([CH2:38][CH2:39]1)[C@@H:24]([NH:29][C:10]([C:8]1[O:9][C:5]3[CH:4]=[CH:3][C:2]([Cl:1])=[CH:13][C:6]=3[CH:7]=1)=[O:12])[CH2:23]2. (6) Given the reactants [C:1]1([C:7]2([NH2:10])[CH2:9][CH2:8]2)[CH:6]=[CH:5][CH:4]=[CH:3][CH:2]=1.Cl[C:12]1[N:17]=[C:16]([S:18][C:19]#[N:20])[C:15]([N+:21]([O-:23])=[O:22])=[CH:14][N:13]=1, predict the reaction product. The product is: [N+:21]([C:15]1[C:16]([S:18][C:19]#[N:20])=[N:17][C:12]([NH:10][C:7]2([C:1]3[CH:6]=[CH:5][CH:4]=[CH:3][CH:2]=3)[CH2:9][CH2:8]2)=[N:13][CH:14]=1)([O-:23])=[O:22].